Dataset: Cav3 T-type calcium channel HTS with 100,875 compounds. Task: Binary Classification. Given a drug SMILES string, predict its activity (active/inactive) in a high-throughput screening assay against a specified biological target. (1) The drug is Clc1c(OC(=O)c2c(Oc3nc(OC)cc(OC)n3)cccc2)cccc1. The result is 0 (inactive). (2) The compound is S(=O)(=O)(N1CCCc2c1cccc2)c1cc(C(=O)NC2CCCCCC2)ccc1OC. The result is 0 (inactive). (3) The drug is Clc1ccc(C(Nc2ncccc2)c2c(n(n(c2=O)c2ccccc2)C)C)cc1. The result is 0 (inactive). (4) The result is 0 (inactive). The compound is O(CCCC(=O)NC(C)C)c1cc(ccc1)C. (5) The drug is o1c(CNc2[nH]c(=O)ncc2)ccc1. The result is 0 (inactive).